From a dataset of Reaction yield outcomes from USPTO patents with 853,638 reactions. Predict the reaction yield, written as a fraction of the theoretical maximum amount of product (1.0 means a 100% yield; for example, 0.34 means a 34% yield). (1) The reactants are Cl[C:2]1[C:11]2[C:6](=[CH:7][C:8]([N:12]([CH3:14])[CH3:13])=[CH:9][CH:10]=2)[C:5]([O:15][CH3:16])=[CH:4][N:3]=1.[F-:17].C[N+](C)(C)C. The catalyst is CS(C)=O.C(OC(=O)C)C. The product is [F:17][C:2]1[C:11]2[C:6](=[CH:7][C:8]([N:12]([CH3:14])[CH3:13])=[CH:9][CH:10]=2)[C:5]([O:15][CH3:16])=[CH:4][N:3]=1. The yield is 0.560. (2) The reactants are [CH3:1][N:2]1[C:6]2[C:7](=[O:14])[CH2:8][CH2:9][NH:10][S:11](=[O:13])(=[O:12])[C:5]=2[CH:4]=[CH:3]1.Br[CH2:16][CH2:17][CH2:18][Cl:19].C(=O)([O-])[O-].[K+].[K+]. The catalyst is CC(C)=O. The product is [Cl:19][CH2:18][CH2:17][CH2:16][N:10]1[CH2:9][CH2:8][C:7](=[O:14])[C:6]2[N:2]([CH3:1])[CH:3]=[CH:4][C:5]=2[S:11]1(=[O:13])=[O:12]. The yield is 0.950. (3) The reactants are [CH:1]1([NH2:6])[CH2:5][CH2:4][CH2:3][CH2:2]1.[CH2:7]([O:9][C:10](Cl)=[O:11])[CH3:8].C([O-])([O-])=O.[K+].[K+]. The catalyst is C(Cl)Cl. The product is [CH2:7]([O:9][C:10](=[O:11])[NH:6][CH:1]1[CH2:5][CH2:4][CH2:3][CH2:2]1)[CH3:8]. The yield is 0.880. (4) The reactants are [F:1][C:2]1[CH:3]=[C:4]([CH:36]=[CH:37][C:38]=1[F:39])[NH:5][C:6]1[O:10][C:9]([C:11]([NH:13][C:14]2[CH:15]=[CH:16][C:17]([CH:20]3[CH2:35][CH2:34][C:23]4([CH2:28][CH2:27][CH:26]([CH2:29][C:30]([O:32]C)=[O:31])[CH2:25][CH2:24]4)[CH2:22][CH2:21]3)=[N:18][CH:19]=2)=[O:12])=[N:8][N:7]=1.O[Li].O. The catalyst is C1COCC1.CO.O. The product is [F:1][C:2]1[CH:3]=[C:4]([CH:36]=[CH:37][C:38]=1[F:39])[NH:5][C:6]1[O:10][C:9]([C:11]([NH:13][C:14]2[CH:15]=[CH:16][C:17]([CH:20]3[CH2:35][CH2:34][C:23]4([CH2:24][CH2:25][CH:26]([CH2:29][C:30]([OH:32])=[O:31])[CH2:27][CH2:28]4)[CH2:22][CH2:21]3)=[N:18][CH:19]=2)=[O:12])=[N:8][N:7]=1. The yield is 0.400. (5) The reactants are CC(P(C(C)(C)C)[C:6]1[C:11]([C:12]2C=CC=C[CH:13]=2)=[CH:10][CH:9]=[CH:8][CH:7]=1)(C)C.[C:22]1([C:28]#[C:29][P:30](=[O:35])([OH:34])[O:31][CH2:32][CH3:33])[CH:27]=[CH:26][CH:25]=[CH:24][CH:23]=1.C(C1CCCCC=1)#C. The catalyst is [Au].ClC(Cl)C. The product is [CH2:32]([O:31][P:30]1(=[O:34])[CH:29]=[C:28]([C:22]2[CH:23]=[CH:24][CH:25]=[CH:26][CH:27]=2)[CH:13]=[C:12]([C:11]2[CH2:6][CH2:7][CH2:8][CH2:9][CH:10]=2)[O:35]1)[CH3:33]. The yield is 0.620. (6) The reactants are [CH:1]1([N:4]2[C:8]([C:9]3[CH:10]=[CH:11][C:12]4[N:13]([CH:15]=[C:16]([NH:18]C(=O)C)[N:17]=4)[N:14]=3)=[C:7]([C:22]3[CH:27]=[CH:26][C:25]([F:28])=[CH:24][CH:23]=3)[N:6]=[CH:5]2)[CH2:3][CH2:2]1.Cl.O1CCOCC1. The catalyst is CO. The product is [CH:1]1([N:4]2[C:8]([C:9]3[CH:10]=[CH:11][C:12]4[N:13]([CH:15]=[C:16]([NH2:18])[N:17]=4)[N:14]=3)=[C:7]([C:22]3[CH:27]=[CH:26][C:25]([F:28])=[CH:24][CH:23]=3)[N:6]=[CH:5]2)[CH2:3][CH2:2]1. The yield is 0.930. (7) The reactants are [CH2:1]([O:8][C:9]1[CH:14]=[CH:13][N:12]([C:15]2[CH:23]=[C:22]3[C:18]([C:19]4[CH2:28][CH2:27][N:26]([C:29]([C@@H:31]5[CH2:35][CH2:34][CH2:33][N:32]5C(OC(C)(C)C)=O)=[O:30])[CH2:25][C:20]=4[N:21]3[CH3:24])=[CH:17][CH:16]=2)[C:11](=[O:43])[CH:10]=1)[C:2]1[CH:7]=[CH:6][CH:5]=[CH:4][CH:3]=1.[ClH:44]. The catalyst is CO.CCOCC. The product is [ClH:44].[CH2:1]([O:8][C:9]1[CH:14]=[CH:13][N:12]([C:15]2[CH:23]=[C:22]3[C:18]([C:19]4[CH2:28][CH2:27][N:26]([C:29]([C@@H:31]5[CH2:35][CH2:34][CH2:33][NH:32]5)=[O:30])[CH2:25][C:20]=4[N:21]3[CH3:24])=[CH:17][CH:16]=2)[C:11](=[O:43])[CH:10]=1)[C:2]1[CH:3]=[CH:4][CH:5]=[CH:6][CH:7]=1. The yield is 0.850. (8) The reactants are C1(N2CCN(CC3CCC4C(=CC=CC=4)N3)CC2)C2C(=CC=CC=2)C=CN=1.[F:28][C:29]1[CH:34]=[CH:33][C:32]([N:35]2[CH2:40][CH2:39][N:38]([CH2:41][C:42]3[CH:51]=[CH:50][C:49]4[C:44](=[C:45]([CH3:52])[CH:46]=[CH:47][CH:48]=4)[N:43]=3)[CH2:37][CH2:36]2)=[C:31]([O:53][CH3:54])[CH:30]=1. No catalyst specified. The product is [F:28][C:29]1[CH:34]=[CH:33][C:32]([N:35]2[CH2:36][CH2:37][N:38]([CH2:41][CH:42]3[CH2:51][CH2:50][C:49]4[C:44](=[C:45]([CH3:52])[CH:46]=[CH:47][CH:48]=4)[NH:43]3)[CH2:39][CH2:40]2)=[C:31]([O:53][CH3:54])[CH:30]=1. The yield is 0.540. (9) The reactants are [F:1][C:2]1[CH:3]=[C:4]([CH:34]=[CH:35][C:36]=1[F:37])[CH2:5][N:6]1[CH2:33][CH2:32][C:9]2([N:18]([C:19]3[CH:24]=[CH:23][C:22]([O:25][C:26]([F:29])([F:28])[F:27])=[CH:21][CH:20]=3)[C:17](=[O:30])[C:16]3[C:11](=[CH:12][C:13]([OH:31])=[CH:14][CH:15]=3)[NH:10]2)[CH2:8][CH2:7]1.CN(C)C=O.Br[CH2:44][CH2:45][O:46][CH3:47].C(=O)([O-])[O-].[Cs+].[Cs+]. The catalyst is [I-].C([N+](CCCC)(CCCC)CCCC)CCC.O.C(OCC)(=O)C. The product is [F:1][C:2]1[CH:3]=[C:4]([CH:34]=[CH:35][C:36]=1[F:37])[CH2:5][N:6]1[CH2:7][CH2:8][C:9]2([N:18]([C:19]3[CH:24]=[CH:23][C:22]([O:25][C:26]([F:28])([F:29])[F:27])=[CH:21][CH:20]=3)[C:17](=[O:30])[C:16]3[C:11](=[CH:12][C:13]([O:31][CH2:44][CH2:45][O:46][CH3:47])=[CH:14][CH:15]=3)[NH:10]2)[CH2:32][CH2:33]1. The yield is 0.560. (10) The reactants are [NH2:1][C:2]1[CH:3]=[C:4]([S:8][CH2:9][CH2:10][CH2:11][CH2:12][CH2:13][C:14]([O:16][CH2:17][CH3:18])=[O:15])[CH:5]=[CH:6][CH:7]=1.O.[C:20](Cl)(Cl)=[S:21]. The catalyst is ClCCl. The product is [N:1]([C:2]1[CH:3]=[C:4]([S:8][CH2:9][CH2:10][CH2:11][CH2:12][CH2:13][C:14]([O:16][CH2:17][CH3:18])=[O:15])[CH:5]=[CH:6][CH:7]=1)=[C:20]=[S:21]. The yield is 0.970.